This data is from Forward reaction prediction with 1.9M reactions from USPTO patents (1976-2016). The task is: Predict the product of the given reaction. (1) The product is: [N:49]1[N:50]([C:58]2[N:66]=[CH:65][CH:64]=[CH:63][C:59]=2[C:60]([NH:46][CH:38]([CH2:39][C:40]2[CH:45]=[CH:44][CH:43]=[CH:42][CH:41]=2)[CH:37]([OH:47])[C:36]([O:35][CH2:33][CH3:34])=[O:48])=[O:61])[CH:51]=[C:52]2[C:57]=1[CH:56]=[CH:55][CH:54]=[CH:53]2. Given the reactants F[P-](F)(F)(F)(F)F.N1(OC(N(C)C)=[N+](C)C)C2N=CC=CC=2N=N1.CCN(CC)CC.[Cl-].[CH2:33]([O:35][C:36](=[O:48])[CH:37]([OH:47])[CH:38]([NH3+:46])[CH2:39][C:40]1[CH:45]=[CH:44][CH:43]=[CH:42][CH:41]=1)[CH3:34].[N:49]1[N:50]([C:58]2[N:66]=[CH:65][CH:64]=[CH:63][C:59]=2[C:60](O)=[O:61])[CH:51]=[C:52]2[C:57]=1[CH:56]=[CH:55][CH:54]=[CH:53]2, predict the reaction product. (2) The product is: [F:30][C:29]([F:32])([F:31])[CH2:28][O:15][C:12]1[CH:11]=[CH:10][C:9]([O:8][CH2:1][C:2]2[CH:3]=[CH:4][CH:5]=[CH:6][CH:7]=2)=[CH:14][CH:13]=1. Given the reactants [CH2:1]([O:8][C:9]1[CH:14]=[CH:13][C:12]([OH:15])=[CH:11][CH:10]=1)[C:2]1[CH:7]=[CH:6][CH:5]=[CH:4][CH:3]=1.C(=O)([O-])[O-].[Cs+].[Cs+].FC(F)(F)S(O[CH2:28][C:29]([F:32])([F:31])[F:30])(=O)=O, predict the reaction product. (3) The product is: [CH3:30][O:29][CH2:28][CH2:27][O:26][C:24]1[CH:23]=[CH:22][N:21]2[C:17]([C:14]3[CH:13]=[C:12]([C:31]4[O:35][CH:34]=[N:33][CH:32]=4)[C:11]4[C:16](=[C:7]([N:44]5[CH2:49][CH2:48][CH:47]([OH:50])[CH2:46][CH2:45]5)[CH:8]=[CH:9][CH:10]=4)[N:15]=3)=[CH:18][N:19]=[C:20]2[CH:25]=1. Given the reactants FC(F)(F)S(O[C:7]1[CH:8]=[CH:9][CH:10]=[C:11]2[C:16]=1[N:15]=[C:14]([C:17]1[N:21]3[CH:22]=[CH:23][C:24]([O:26][CH2:27][CH2:28][O:29][CH3:30])=[CH:25][C:20]3=[N:19][CH:18]=1)[CH:13]=[C:12]2[C:31]1[O:35][CH:34]=[N:33][CH:32]=1)(=O)=O.C([O-])([O-])=O.[Cs+].[Cs+].[NH:44]1[CH2:49][CH2:48][CH:47]([OH:50])[CH2:46][CH2:45]1, predict the reaction product. (4) Given the reactants [O:1]1[C:6]2[CH:7]=[CH:8][C:9]([C:11]3[CH:20]=[CH:19][C:18]4[C:13](=[CH:14][CH:15]=[CH:16][CH:17]=4)[C:12]=3[CH:21]([OH:27])[C:22]([O:24][CH2:25][CH3:26])=[O:23])=[CH:10][C:5]=2[CH2:4][CH2:3][CH2:2]1.Cl(O)(=O)(=O)=O.C(=O)(O)[O-].[Na+].O, predict the reaction product. The product is: [C:5]([O:27][CH:21]([C:12]1[C:13]2[C:18](=[CH:17][CH:16]=[CH:15][CH:14]=2)[CH:19]=[CH:20][C:11]=1[C:9]1[CH:8]=[CH:7][C:6]2[O:1][CH2:2][CH2:3][CH2:4][C:5]=2[CH:10]=1)[C:22]([O:24][CH2:25][CH3:26])=[O:23])([CH3:10])([CH3:6])[CH3:4]. (5) Given the reactants Br[CH2:2][CH2:3][CH2:4][O:5][CH:6]1[CH2:11][CH2:10][CH2:9][CH2:8][O:7]1.[F:12][C:13]1[CH:14]=[C:15]([C:29]2[CH:34]=[C:33]([F:35])[CH:32]=[CH:31][C:30]=2[OH:36])[CH:16]=[CH:17][C:18]=1[C:19]([O:21]CC1C=CC=CC=1)=[O:20], predict the reaction product. The product is: [F:12][C:13]1[CH:14]=[C:15]([C:29]2[CH:34]=[C:33]([F:35])[CH:32]=[CH:31][C:30]=2[O:36][CH2:2][CH2:3][CH2:4][O:5][CH:6]2[CH2:11][CH2:10][CH2:9][CH2:8][O:7]2)[CH:16]=[CH:17][C:18]=1[C:19]([OH:21])=[O:20].